From a dataset of Forward reaction prediction with 1.9M reactions from USPTO patents (1976-2016). Predict the product of the given reaction. (1) The product is: [CH3:1][C:2]1([CH3:14])[O:6][B:5]([C:7]2[CH:8]=[N:9][N:10]([S:22]([CH:25]3[CH2:29][CH2:28][N:27]([C:30]([O:32][C:33]([CH3:36])([CH3:35])[CH3:34])=[O:31])[CH2:26]3)(=[O:23])=[O:24])[CH:11]=2)[O:4][C:3]1([CH3:13])[CH3:12]. Given the reactants [CH3:1][C:2]1([CH3:14])[O:6][B:5]([C:7]2[CH:8]=[N:9][NH:10][CH:11]=2)[O:4][C:3]1([CH3:13])[CH3:12].C(=O)([O-])[O-].[Cs+].[Cs+].Cl[S:22]([CH:25]1[CH2:29][CH2:28][N:27]([C:30]([O:32][C:33]([CH3:36])([CH3:35])[CH3:34])=[O:31])[CH2:26]1)(=[O:24])=[O:23], predict the reaction product. (2) Given the reactants CC1(C)C(C)(C)OB([C:9]2[CH:14]=[CH:13][N:12]=[C:11]3[N:15]([S:18]([C:21]4[CH:27]=[CH:26][C:24]([CH3:25])=[CH:23][CH:22]=4)(=[O:20])=[O:19])[CH:16]=[CH:17][C:10]=23)O1.Cl[C:30]1[CH:35]=[CH:34][N:33]=[C:32]([S:36][CH3:37])[N:31]=1.C(=O)([O-])[O-].[Cs+].[Cs+], predict the reaction product. The product is: [CH3:37][S:36][C:32]1[N:33]=[C:34]([C:9]2[CH:14]=[CH:13][N:12]=[C:11]3[N:15]([S:18]([C:21]4[CH:22]=[CH:23][C:24]([CH3:25])=[CH:26][CH:27]=4)(=[O:19])=[O:20])[CH:16]=[CH:17][C:10]=23)[CH:35]=[CH:30][N:31]=1.